This data is from Forward reaction prediction with 1.9M reactions from USPTO patents (1976-2016). The task is: Predict the product of the given reaction. (1) Given the reactants [Br:1][C:2]1[CH:3]=[C:4]([CH:11]=[CH:12][C:13]=1[CH3:14])[C:5]([NH:7][CH:8]1[CH2:10][CH2:9]1)=[O:6].[H-].[Na+].[CH3:17]I, predict the reaction product. The product is: [Br:1][C:2]1[CH:3]=[C:4]([CH:11]=[CH:12][C:13]=1[CH3:14])[C:5]([N:7]([CH:8]1[CH2:9][CH2:10]1)[CH3:17])=[O:6]. (2) Given the reactants [Cl:1][C:2]1[C:10]2[C:5](=[CH:6][CH:7]=[CH:8][CH:9]=2)[N:4]([C:11]2[C:12](=[O:20])[N:13]([CH3:19])[N:14]=[CH:15][C:16]=2[O:17]C)[CH:3]=1.N1CCOCC1, predict the reaction product. The product is: [Cl:1][C:2]1[C:10]2[C:5](=[CH:6][CH:7]=[CH:8][CH:9]=2)[N:4]([CH:11]2[C:16](=[O:17])[CH:15]=[N:14][N:13]([CH3:19])[C:12]2=[O:20])[CH:3]=1. (3) Given the reactants F[C:2]1[C:11]([CH3:12])=[CH:10][C:5]([C:6]([O:8][CH3:9])=[O:7])=[CH:4][N:3]=1.[F:13][C:14]1[CH:19]=[CH:18][C:17]([OH:20])=[CH:16][CH:15]=1.C(=O)([O-])[O-].[K+].[K+], predict the reaction product. The product is: [F:13][C:14]1[CH:19]=[CH:18][C:17]([O:20][C:2]2[C:11]([CH3:12])=[CH:10][C:5]([C:6]([O:8][CH3:9])=[O:7])=[CH:4][N:3]=2)=[CH:16][CH:15]=1. (4) Given the reactants [CH:1]1([CH:6]([N:10]2[CH:14]=[C:13]([C:15]3[C:16]4[CH:24]=[CH:23][N:22](OCC[Si](C)(C)C)[C:17]=4[N:18]=[C:19](C)[N:20]=3)[CH:12]=[N:11]2)[CH2:7][C:8]#[CH:9])[CH2:5][CH2:4][CH2:3][CH2:2]1.[C:32]([OH:38])([C:34]([F:37])([F:36])[F:35])=[O:33], predict the reaction product. The product is: [F:35][C:34]([F:37])([F:36])[C:32]([OH:38])=[O:33].[CH:1]1([CH:6]([N:10]2[CH:14]=[C:13]([C:15]3[C:16]4[CH:24]=[CH:23][NH:22][C:17]=4[N:18]=[CH:19][N:20]=3)[CH:12]=[N:11]2)[CH2:7][C:8]#[CH:9])[CH2:5][CH2:4][CH2:3][CH2:2]1. (5) Given the reactants [CH3:1][N:2]1[C:10]2[C:5](=[CH:6][CH:7]=[CH:8][CH:9]=2)[C:4]([CH:11]=O)=[CH:3]1.[CH3:13][NH2:14].[BH4-].[Na+], predict the reaction product. The product is: [CH3:1][N:2]1[C:10]2[C:5](=[CH:6][CH:7]=[CH:8][CH:9]=2)[C:4]([CH2:11][NH:14][CH3:13])=[CH:3]1.